Dataset: NCI-60 drug combinations with 297,098 pairs across 59 cell lines. Task: Regression. Given two drug SMILES strings and cell line genomic features, predict the synergy score measuring deviation from expected non-interaction effect. (1) Drug 1: CC1=CC=C(C=C1)C2=CC(=NN2C3=CC=C(C=C3)S(=O)(=O)N)C(F)(F)F. Drug 2: C(CN)CNCCSP(=O)(O)O. Cell line: MDA-MB-435. Synergy scores: CSS=1.94, Synergy_ZIP=-1.11, Synergy_Bliss=-1.97, Synergy_Loewe=-0.948, Synergy_HSA=-3.05. (2) Drug 1: C1CCC(CC1)NC(=O)N(CCCl)N=O. Drug 2: CC1CCCC2(C(O2)CC(NC(=O)CC(C(C(=O)C(C1O)C)(C)C)O)C(=CC3=CSC(=N3)C)C)C. Cell line: RXF 393. Synergy scores: CSS=11.7, Synergy_ZIP=-5.14, Synergy_Bliss=-2.70, Synergy_Loewe=-2.57, Synergy_HSA=-2.10. (3) Drug 1: C1CN1P(=S)(N2CC2)N3CC3. Drug 2: CC(C)CN1C=NC2=C1C3=CC=CC=C3N=C2N. Cell line: PC-3. Synergy scores: CSS=24.3, Synergy_ZIP=-5.13, Synergy_Bliss=0.889, Synergy_Loewe=-0.568, Synergy_HSA=-0.459. (4) Drug 1: C1=CN(C(=O)N=C1N)C2C(C(C(O2)CO)O)O.Cl. Drug 2: CC(C)(C#N)C1=CC(=CC(=C1)CN2C=NC=N2)C(C)(C)C#N. Cell line: U251. Synergy scores: CSS=13.8, Synergy_ZIP=-3.44, Synergy_Bliss=-1.41, Synergy_Loewe=-9.10, Synergy_HSA=-5.12. (5) Drug 1: CC1=C(C=C(C=C1)C(=O)NC2=CC(=CC(=C2)C(F)(F)F)N3C=C(N=C3)C)NC4=NC=CC(=N4)C5=CN=CC=C5. Drug 2: C1=NC(=NC(=O)N1C2C(C(C(O2)CO)O)O)N. Cell line: HCT116. Synergy scores: CSS=38.7, Synergy_ZIP=-1.35, Synergy_Bliss=-1.62, Synergy_Loewe=-12.9, Synergy_HSA=-6.06. (6) Drug 1: CN(C)C1=NC(=NC(=N1)N(C)C)N(C)C. Drug 2: CCC1(C2=C(COC1=O)C(=O)N3CC4=CC5=C(C=CC(=C5CN(C)C)O)N=C4C3=C2)O.Cl. Cell line: T-47D. Synergy scores: CSS=2.81, Synergy_ZIP=-5.93, Synergy_Bliss=-0.546, Synergy_Loewe=-20.4, Synergy_HSA=-4.24. (7) Drug 1: CS(=O)(=O)C1=CC(=C(C=C1)C(=O)NC2=CC(=C(C=C2)Cl)C3=CC=CC=N3)Cl. Drug 2: CCC(=C(C1=CC=CC=C1)C2=CC=C(C=C2)OCCN(C)C)C3=CC=CC=C3.C(C(=O)O)C(CC(=O)O)(C(=O)O)O. Cell line: T-47D. Synergy scores: CSS=22.7, Synergy_ZIP=1.10, Synergy_Bliss=10.2, Synergy_Loewe=9.48, Synergy_HSA=10.6. (8) Drug 1: C1CCC(CC1)NC(=O)N(CCCl)N=O. Cell line: SF-268. Drug 2: CC1C(C(CC(O1)OC2CC(CC3=C2C(=C4C(=C3O)C(=O)C5=CC=CC=C5C4=O)O)(C(=O)C)O)N)O. Synergy scores: CSS=35.1, Synergy_ZIP=-5.99, Synergy_Bliss=-7.15, Synergy_Loewe=-4.65, Synergy_HSA=-4.17. (9) Drug 1: CN1CCC(CC1)COC2=C(C=C3C(=C2)N=CN=C3NC4=C(C=C(C=C4)Br)F)OC. Drug 2: CCC1(CC2CC(C3=C(CCN(C2)C1)C4=CC=CC=C4N3)(C5=C(C=C6C(=C5)C78CCN9C7C(C=CC9)(C(C(C8N6C)(C(=O)OC)O)OC(=O)C)CC)OC)C(=O)OC)O.OS(=O)(=O)O. Cell line: SR. Synergy scores: CSS=64.1, Synergy_ZIP=-0.129, Synergy_Bliss=-4.34, Synergy_Loewe=-55.0, Synergy_HSA=-4.26.